From a dataset of Reaction yield outcomes from USPTO patents with 853,638 reactions. Predict the reaction yield, written as a fraction of the theoretical maximum amount of product (1.0 means a 100% yield; for example, 0.34 means a 34% yield). (1) The reactants are Cl[C:2]1[C:7]([C:8]#[N:9])=[C:6]([C:10]2[CH:15]=[CH:14][N:13]=[C:12]([Cl:16])[CH:11]=2)[N:5]=[C:4]([NH:17][CH:18]2[CH2:20][CH2:19]2)[N:3]=1.[SH:21][CH2:22][C:23]([NH2:25])=[O:24].C(=O)([O-])[O-].[Na+].[Na+].[OH-].[Na+]. The catalyst is CCO.CCOC(C)=O.O. The product is [NH2:9][C:8]1[C:7]2[C:6]([C:10]3[CH:15]=[CH:14][N:13]=[C:12]([Cl:16])[CH:11]=3)=[N:5][C:4]([NH:17][CH:18]3[CH2:20][CH2:19]3)=[N:3][C:2]=2[S:21][C:22]=1[C:23]([NH2:25])=[O:24]. The yield is 0.520. (2) The reactants are [CH2:1]([O:8][C:9]([N:11]1[C:20]2[C:15](=[CH:16][CH:17]=[CH:18][CH:19]=2)[C:14](=[O:21])[CH2:13][CH2:12]1)=[O:10])[C:2]1[CH:7]=[CH:6][CH:5]=[CH:4][CH:3]=1.[BH4-].[Na+].O1CCCC1.CO. The catalyst is C(OCC)(=O)C.O. The product is [CH2:1]([O:8][C:9]([N:11]1[C:20]2[C:15](=[CH:16][CH:17]=[CH:18][CH:19]=2)[CH:14]([OH:21])[CH2:13][CH2:12]1)=[O:10])[C:2]1[CH:7]=[CH:6][CH:5]=[CH:4][CH:3]=1. The yield is 0.860. (3) The yield is 0.990. The product is [F:1][C@H:2]1[CH2:3][NH:4][CH2:5][C@H:6]1[CH2:7][NH:8][C:9](=[O:10])[O:11][CH2:12][C:13]1[CH:18]=[CH:17][CH:16]=[CH:15][CH:14]=1. The catalyst is C(Cl)Cl. The reactants are [F:1][C@H:2]1[C@@H:6]([CH2:7][NH:8][C:9]([O:11][CH2:12][C:13]2[CH:18]=[CH:17][CH:16]=[CH:15][CH:14]=2)=[O:10])[CH2:5][N:4](C(OC(C)(C)C)=O)[CH2:3]1.C(O)(C(F)(F)F)=O.CC[NH+](CC)CC.CC[NH+](CC)CC.C([O-])([O-])=O.